Task: Predict the reactants needed to synthesize the given product.. Dataset: Full USPTO retrosynthesis dataset with 1.9M reactions from patents (1976-2016) (1) The reactants are: C([NH:5][S:6]([C:9]1[CH:10]=[C:11]([C:15]2[CH:20]=[CH:19][CH:18]=[C:17]([C:21]3[N:26]=[C:25]([C:27]4[CH:32]=[CH:31][C:30]([F:33])=[C:29]([F:34])[CH:28]=4)[CH:24]=[C:23]([C:35]([F:38])([F:37])[F:36])[N:22]=3)[CH:16]=2)[CH:12]=[CH:13][CH:14]=1)(=[O:8])=[O:7])(C)(C)C.C(O)(C(F)(F)F)=O. Given the product [F:34][C:29]1[CH:28]=[C:27]([C:25]2[CH:24]=[C:23]([C:35]([F:38])([F:36])[F:37])[N:22]=[C:21]([C:17]3[CH:16]=[C:15]([C:11]4[CH:12]=[CH:13][CH:14]=[C:9]([S:6]([NH2:5])(=[O:7])=[O:8])[CH:10]=4)[CH:20]=[CH:19][CH:18]=3)[N:26]=2)[CH:32]=[CH:31][C:30]=1[F:33], predict the reactants needed to synthesize it. (2) Given the product [F:1][C:2]1[CH:7]=[CH:6][C:5]([F:8])=[CH:4][C:3]=1[C@H:9]1[CH2:13][CH2:12][CH2:11][N:10]1[C:14]1[CH:19]=[CH:18][N:17]2[N:20]=[CH:21][C:22]([C:23]([NH:25][CH:26]3[CH2:31][N:30]4[N:32]=[CH:33][C:34]([C:35](=[O:37])[N:40]([CH3:41])[CH3:39])=[C:29]4[CH2:28][CH2:27]3)=[O:24])=[C:16]2[CH:15]=1, predict the reactants needed to synthesize it. The reactants are: [F:1][C:2]1[CH:7]=[CH:6][C:5]([F:8])=[CH:4][C:3]=1[C@H:9]1[CH2:13][CH2:12][CH2:11][N:10]1[C:14]1[CH:19]=[CH:18][N:17]2[N:20]=[CH:21][C:22]([C:23]([NH:25][CH:26]3[CH2:31][N:30]4[N:32]=[CH:33][C:34]([C:35]([OH:37])=O)=[C:29]4[CH2:28][CH2:27]3)=[O:24])=[C:16]2[CH:15]=1.C[CH2:39][N:40]=[C:41]=NCCCN(C)C.C1C=CC2N(O)N=NC=2C=1.Cl.CNC.CCN(C(C)C)C(C)C.